From a dataset of hERG Central: cardiac toxicity at 1µM, 10µM, and general inhibition. Predict hERG channel inhibition at various concentrations. (1) The molecule is COc1ccc(/C=C(/NC(=O)c2ccco2)C(=O)NCCc2ccccc2)cc1. Results: hERG_inhib (hERG inhibition (general)): blocker. (2) Results: hERG_inhib (hERG inhibition (general)): blocker. The molecule is COc1ccccc1N1CCN(CC(O)COCCOc2ccc(Br)cc2)CC1.Cl. (3) The compound is O=C(C(NS(=O)(=O)c1cccc2nsnc12)c1ccccc1)N1CCN(c2ccccn2)CC1. Results: hERG_inhib (hERG inhibition (general)): blocker. (4) The compound is Cc1cc(C)cc(N(CC(=O)Nc2ccc(C(F)(F)F)cc2)S(=O)(=O)c2c(C)[nH]c(=O)[nH]c2=O)c1. Results: hERG_inhib (hERG inhibition (general)): blocker. (5) The drug is Cc1ccc2c(c1)C(c1ccccc1)N(C(=O)c1cccc([N+](=O)[O-])c1)CC(=O)N2. Results: hERG_inhib (hERG inhibition (general)): blocker. (6) The molecule is CC1CCCCN1C(=O)CN1CCC(c2nc3ccc(Cl)cc3[nH]2)CC1. Results: hERG_inhib (hERG inhibition (general)): blocker. (7) The compound is O=C1CCN(Cc2ccccc2)CCN1[C@H](COc1ccccc1)Cc1ccccc1. Results: hERG_inhib (hERG inhibition (general)): blocker.